From a dataset of Peptide-MHC class II binding affinity with 134,281 pairs from IEDB. Regression. Given a peptide amino acid sequence and an MHC pseudo amino acid sequence, predict their binding affinity value. This is MHC class II binding data. The peptide sequence is EFKLLSEEKVPWDQV. The MHC is HLA-DQA10501-DQB10402 with pseudo-sequence HLA-DQA10501-DQB10402. The binding affinity (normalized) is 0.298.